Dataset: Full USPTO retrosynthesis dataset with 1.9M reactions from patents (1976-2016). Task: Predict the reactants needed to synthesize the given product. (1) The reactants are: [N+:1]([C:4]1[CH:10]=[CH:9][C:7]([NH2:8])=[CH:6][CH:5]=1)([O-:3])=[O:2].C(N(CC)CC)C.[Cl:18][CH2:19][C:20](Cl)=[O:21].O. Given the product [Cl:18][CH2:19][C:20]([NH:8][C:7]1[CH:9]=[CH:10][C:4]([N+:1]([O-:3])=[O:2])=[CH:5][CH:6]=1)=[O:21], predict the reactants needed to synthesize it. (2) Given the product [CH2:13]([O:12][C:10]([N:9]1[C@H:4]([CH2:3][O:2][CH3:1])[CH2:5][CH2:6][C@H:7]([C:20]([OH:22])=[O:21])[CH2:8]1)=[O:11])[C:14]1[CH:19]=[CH:18][CH:17]=[CH:16][CH:15]=1, predict the reactants needed to synthesize it. The reactants are: [CH3:1][O:2][CH2:3][C@H:4]1[N:9]([C:10]([O:12][CH2:13][C:14]2[CH:19]=[CH:18][CH:17]=[CH:16][CH:15]=2)=[O:11])[CH2:8][C@@H:7]([C:20]([O:22]C)=[O:21])[CH2:6][CH2:5]1.O.[OH-].[Li+]. (3) Given the product [Cl:1][C:2]1[CH:7]=[CH:6][C:5]([NH:8][S:31]([C:27]2[CH:28]=[CH:29][CH:30]=[C:25]([O:24][CH3:23])[CH:26]=2)(=[O:33])=[O:32])=[C:4]([CH2:9][C:10]2[CH:15]=[CH:14][CH:13]=[CH:12][C:11]=2[Cl:16])[CH:3]=1, predict the reactants needed to synthesize it. The reactants are: [Cl:1][C:2]1[CH:7]=[CH:6][C:5]([NH2:8])=[C:4]([CH2:9][C:10]2[CH:15]=[CH:14][CH:13]=[CH:12][C:11]=2[Cl:16])[CH:3]=1.N1C=CC=CC=1.[CH3:23][O:24][C:25]1[CH:26]=[C:27]([S:31](Cl)(=[O:33])=[O:32])[CH:28]=[CH:29][CH:30]=1. (4) Given the product [CH:1]1([C:7]2[CH:12]=[CH:11][C:10]([CH2:13][OH:14])=[CH:9][C:8]=2[C:24]([F:25])([F:26])[F:27])[CH2:2][CH2:3][CH2:4][CH2:5][CH2:6]1, predict the reactants needed to synthesize it. The reactants are: [CH:1]1([C:7]2[CH:12]=[CH:11][C:10]([CH2:13][O:14]CC3C=CC(OC)=CC=3)=[CH:9][C:8]=2[C:24]([F:27])([F:26])[F:25])[CH2:6][CH2:5][CH2:4][CH2:3][CH2:2]1. (5) The reactants are: [F:1][C:2]([F:19])([F:18])[C:3]([N:5]1[CH2:10][CH2:9][N:8]([C:11]([O:13][C:14]([CH3:17])([CH3:16])[CH3:15])=[O:12])[CH2:7][CH2:6]1)=O.Cl.[OH-].[Na+]. Given the product [F:19][C:2]([F:1])([F:18])[CH2:3][N:5]1[CH2:6][CH2:7][N:8]([C:11]([O:13][C:14]([CH3:15])([CH3:16])[CH3:17])=[O:12])[CH2:9][CH2:10]1, predict the reactants needed to synthesize it.